Dataset: Forward reaction prediction with 1.9M reactions from USPTO patents (1976-2016). Task: Predict the product of the given reaction. (1) The product is: [Cl:1][C:2]1[C:11]([CH:12]2[O:34][N:33]=[C:36]([CH3:37])[CH2:13]2)=[C:10]([S:14]([CH3:17])(=[O:16])=[O:15])[CH:9]=[CH:8][C:3]=1[C:4]([OH:6])=[O:5]. Given the reactants [Cl:1][C:2]1[C:11]([CH:12]=[CH2:13])=[C:10]([S:14]([CH3:17])(=[O:16])=[O:15])[CH:9]=[CH:8][C:3]=1[C:4]([O:6]C)=[O:5].C(OC(OC(C)(C)C)=O)(OC(C)(C)C)=O.[N+:33]([CH2:36][CH3:37])([O-])=[O:34], predict the reaction product. (2) Given the reactants CCN=C=NCCCN(C)C.C1C=CC2N(O)N=NC=2C=1.[Cl:22][C:23]1[C:24](=[O:44])[N:25]2[C:29](=[C:30]([C:41](O)=[O:42])[C:31]=1[NH:32][C:33]1[CH:38]=[CH:37][C:36]([I:39])=[CH:35][C:34]=1[F:40])[CH2:28][CH2:27][CH2:26]2.Cl.[CH2:46]([O:48][NH2:49])[CH3:47], predict the reaction product. The product is: [CH2:46]([O:48][NH:49][C:41]([C:30]1[C:31]([NH:32][C:33]2[CH:38]=[CH:37][C:36]([I:39])=[CH:35][C:34]=2[F:40])=[C:23]([Cl:22])[C:24](=[O:44])[N:25]2[C:29]=1[CH2:28][CH2:27][CH2:26]2)=[O:42])[CH3:47]. (3) Given the reactants [N+:1]([C:4]1[CH:5]=[C:6]2[CH:12]=[C:11]([CH:13]=O)[N:10]([S:15]([C:18]3[CH:23]=[CH:22][CH:21]=[CH:20][CH:19]=3)(=[O:17])=[O:16])[C:7]2=[N:8][CH:9]=1)([O-:3])=[O:2].Cl.[CH3:25][NH:26][CH3:27].COC(OC)OC.C(O[BH-](OC(=O)C)OC(=O)C)(=O)C.[Na+].C([O-])(=O)C.[Na+].C(=O)(O)[O-].[Na+], predict the reaction product. The product is: [CH3:25][N:26]([CH3:27])[CH2:13][C:11]1[N:10]([S:15]([C:18]2[CH:23]=[CH:22][CH:21]=[CH:20][CH:19]=2)(=[O:17])=[O:16])[C:7]2=[N:8][CH:9]=[C:4]([N+:1]([O-:3])=[O:2])[CH:5]=[C:6]2[CH:12]=1. (4) The product is: [CH3:28][O:27][N:26]([CH3:25])[C:10](=[O:12])[CH2:9][NH:8][C:6](=[O:7])[O:5][C:1]([CH3:2])([CH3:3])[CH3:4]. Given the reactants [C:1]([O:5][C:6]([NH:8][CH2:9][C:10]([OH:12])=O)=[O:7])([CH3:4])([CH3:3])[CH3:2].C1N=CN(C(N2C=NC=C2)=O)C=1.[CH3:25][NH:26][O:27][CH3:28], predict the reaction product. (5) The product is: [F:18][C:19]1[C:20]([O:12][C:11](=[O:13])[C:10]2[CH:14]=[CH:15][CH:16]=[CH:17][C:9]=2[NH:8][CH2:7][C:4]2[CH:3]=[CH:2][N:1]=[CH:6][CH:5]=2)=[C:21]([F:28])[C:22]([F:27])=[C:23]([F:26])[C:24]=1[F:25]. Given the reactants [N:1]1[CH:6]=[CH:5][C:4]([CH2:7][NH:8][C:9]2[CH:17]=[CH:16][CH:15]=[CH:14][C:10]=2[C:11]([OH:13])=[O:12])=[CH:3][CH:2]=1.[F:18][C:19]1[C:24]([F:25])=[C:23]([F:26])[C:22]([F:27])=[C:21]([F:28])[C:20]=1O, predict the reaction product.